From a dataset of Full USPTO retrosynthesis dataset with 1.9M reactions from patents (1976-2016). Predict the reactants needed to synthesize the given product. (1) Given the product [CH3:1][CH:2]([CH3:15])[CH2:3][C:4]([C:6]1[CH:14]=[CH:13][C:9]([C:10]([O:12][C:2]([CH3:15])([CH3:3])[CH3:1])=[O:11])=[CH:8][CH:7]=1)=[O:5], predict the reactants needed to synthesize it. The reactants are: [CH3:1][CH:2]([CH3:15])[CH2:3][C:4]([C:6]1[CH:14]=[CH:13][C:9]([C:10]([OH:12])=[O:11])=[CH:8][CH:7]=1)=[O:5]. (2) Given the product [CH3:48][O:47][C:44]1[CH:45]=[CH:46][C:41]([N:39]2[C:38](=[O:49])[C:32]3=[CH:33][NH:34][C:35]4[CH:36]=[CH:37][C:28]([N:22]5[CH2:23][CH2:24][N:19]([CH3:16])[CH2:20][CH2:21]5)=[N:29][C:30]=4[C:31]3=[N:40]2)=[CH:42][CH:43]=1, predict the reactants needed to synthesize it. The reactants are: C1(N2C(=O)C3=CNC4C=C[C:16]([N:19]5[CH2:24][CH2:23][NH:22][CH2:21][CH2:20]5)=NC=4C3=N2)C=CC=CC=1.F[C:28]1[CH:37]=[CH:36][C:35]2[NH:34][CH:33]=[C:32]3[C:38](=[O:49])[N:39]([C:41]4[CH:46]=[CH:45][C:44]([O:47][CH3:48])=[CH:43][CH:42]=4)[N:40]=[C:31]3[C:30]=2[N:29]=1.CN1CCNCC1.N1CCNCC1. (3) Given the product [N:2]1([C:32]([C:24]2[N:23]([C:20]3[CH:21]=[CH:22][C:17]([C:15]#[N:16])=[C:18]([F:37])[CH:19]=3)[C:27]3=[N:28][CH:29]=[CH:30][CH:31]=[C:26]3[N:25]=2)=[O:33])[CH2:5][CH2:4][CH2:3]1, predict the reactants needed to synthesize it. The reactants are: Cl.[NH:2]1[CH2:5][CH2:4][CH2:3]1.C(N(CC)C(C)C)(C)C.[C:15]([C:17]1[CH:22]=[CH:21][C:20]([N:23]2[C:27]3=[N:28][CH:29]=[CH:30][CH:31]=[C:26]3[N:25]=[C:24]2[C:32](OCC)=[O:33])=[CH:19][C:18]=1[F:37])#[N:16].[Cl-].[Ca+2].[Cl-].